From a dataset of CYP2C9 inhibition data for predicting drug metabolism from PubChem BioAssay. Regression/Classification. Given a drug SMILES string, predict its absorption, distribution, metabolism, or excretion properties. Task type varies by dataset: regression for continuous measurements (e.g., permeability, clearance, half-life) or binary classification for categorical outcomes (e.g., BBB penetration, CYP inhibition). Dataset: cyp2c9_veith. (1) The molecule is CC(=O)Nc1sc2c(c1CN1CCN(C)CC1)CCCC2. The result is 0 (non-inhibitor). (2) The drug is NCCOC[C@H](N)C(=O)O. The result is 0 (non-inhibitor).